From a dataset of Merck oncology drug combination screen with 23,052 pairs across 39 cell lines. Regression. Given two drug SMILES strings and cell line genomic features, predict the synergy score measuring deviation from expected non-interaction effect. (1) Drug 1: CCN(CC)CCNC(=O)c1c(C)[nH]c(C=C2C(=O)Nc3ccc(F)cc32)c1C. Drug 2: COC1=C2CC(C)CC(OC)C(O)C(C)C=C(C)C(OC(N)=O)C(OC)C=CC=C(C)C(=O)NC(=CC1=O)C2=O. Cell line: A2780. Synergy scores: synergy=2.37. (2) Drug 1: CN(Cc1cnc2nc(N)nc(N)c2n1)c1ccc(C(=O)NC(CCC(=O)O)C(=O)O)cc1. Drug 2: CCN(CC)CCNC(=O)c1c(C)[nH]c(C=C2C(=O)Nc3ccc(F)cc32)c1C. Cell line: A375. Synergy scores: synergy=-11.8. (3) Drug 1: Cn1nnc2c(C(N)=O)ncn2c1=O. Drug 2: NC1CCCCC1N.O=C(O)C(=O)O.[Pt+2]. Cell line: MDAMB436. Synergy scores: synergy=-20.7. (4) Drug 1: COC12C(COC(N)=O)C3=C(C(=O)C(C)=C(N)C3=O)N1CC1NC12. Drug 2: NC1(c2ccc(-c3nc4ccn5c(=O)[nH]nc5c4cc3-c3ccccc3)cc2)CCC1. Cell line: OV90. Synergy scores: synergy=23.4. (5) Drug 1: C=CCn1c(=O)c2cnc(Nc3ccc(N4CCN(C)CC4)cc3)nc2n1-c1cccc(C(C)(C)O)n1. Drug 2: Cn1c(=O)n(-c2ccc(C(C)(C)C#N)cc2)c2c3cc(-c4cnc5ccccc5c4)ccc3ncc21. Cell line: UWB1289. Synergy scores: synergy=78.4. (6) Drug 1: CCC1(O)CC2CN(CCc3c([nH]c4ccccc34)C(C(=O)OC)(c3cc4c(cc3OC)N(C)C3C(O)(C(=O)OC)C(OC(C)=O)C5(CC)C=CCN6CCC43C65)C2)C1. Drug 2: CCN(CC)CCNC(=O)c1c(C)[nH]c(C=C2C(=O)Nc3ccc(F)cc32)c1C. Cell line: T47D. Synergy scores: synergy=-18.9. (7) Drug 1: CC1CC2C3CCC4=CC(=O)C=CC4(C)C3(F)C(O)CC2(C)C1(O)C(=O)CO. Drug 2: CNC(=O)c1cc(Oc2ccc(NC(=O)Nc3ccc(Cl)c(C(F)(F)F)c3)cc2)ccn1. Cell line: T47D. Synergy scores: synergy=9.22. (8) Drug 1: Nc1ccn(C2OC(CO)C(O)C2(F)F)c(=O)n1. Synergy scores: synergy=12.7. Cell line: UWB1289BRCA1. Drug 2: O=C(NOCC(O)CO)c1ccc(F)c(F)c1Nc1ccc(I)cc1F.